This data is from Full USPTO retrosynthesis dataset with 1.9M reactions from patents (1976-2016). The task is: Predict the reactants needed to synthesize the given product. (1) Given the product [N:2]1([CH2:8][C:9]2[CH:16]=[CH:15][C:12]([C:13]#[N:14])=[CH:11][CH:10]=2)[CH:6]=[N:5][CH:4]=[N:3]1, predict the reactants needed to synthesize it. The reactants are: [Na].[NH:2]1[CH:6]=[N:5][CH:4]=[N:3]1.Br[CH2:8][C:9]1[CH:16]=[CH:15][C:12]([C:13]#[N:14])=[CH:11][CH:10]=1.O. (2) The reactants are: Cl[C:2]1[N:7]=[C:6]([C:8]2[C:16]3[C:11](=[CH:12][CH:13]=[C:14]([C:17]4[C:22]([F:23])=[CH:21][CH:20]=[CH:19][C:18]=4[F:24])[CH:15]=3)[N:10](C(OC(C)(C)C)=O)[CH:9]=2)[CH:5]=[N:4][CH:3]=1.CC[N:34]([CH2:37][CH3:38])[CH2:35][CH3:36].[CH3:39][N:40]1C(=O)CCC1. Given the product [F:23][C:22]1[CH:21]=[CH:20][CH:19]=[C:18]([F:24])[C:17]=1[C:14]1[CH:15]=[C:16]2[C:11](=[CH:12][CH:13]=1)[NH:10][CH:9]=[C:8]2[C:6]1[N:7]=[C:2]([N:34]2[CH2:35][CH2:36][CH:39]([NH2:40])[CH2:38][CH2:37]2)[CH:3]=[N:4][CH:5]=1, predict the reactants needed to synthesize it. (3) Given the product [O:55]=[C:54]([N:56]1[CH2:57][CH2:58][N:59]([C:62](=[O:73])[C:63]2[CH:68]=[CH:67][CH:66]=[CH:65][C:64]=2[C:69]([F:72])([F:71])[F:70])[CH2:60][CH2:61]1)[CH2:53][NH:52][C:19](=[O:21])[C:18]1[CH:17]=[CH:16][C:15]([C:12]2[CH:13]=[CH:14][S:10][CH:11]=2)=[CH:23][CH:22]=1, predict the reactants needed to synthesize it. The reactants are: CCN(C(C)C)C(C)C.[S:10]1[CH:14]=[CH:13][C:12]([C:15]2[CH:23]=[CH:22][C:18]([C:19]([OH:21])=O)=[CH:17][CH:16]=2)=[CH:11]1.C1C=CC2N(O)N=NC=2C=1.CCN=C=NCCCN(C)C.FC(F)(F)C(O)=O.[NH2:52][CH2:53][C:54]([N:56]1[CH2:61][CH2:60][N:59]([C:62](=[O:73])[C:63]2[CH:68]=[CH:67][CH:66]=[CH:65][C:64]=2[C:69]([F:72])([F:71])[F:70])[CH2:58][CH2:57]1)=[O:55]. (4) Given the product [C:32]([O:31][C:29]([NH:28][C:23]1[CH:24]=[CH:25][CH:26]=[C:27]2[C:22]=1[CH:21]=[CH:20][N:19]2[C:8]([C:12]1[CH:13]=[CH:14][C:15]([Cl:18])=[CH:16][CH:17]=1)([CH2:9][OH:10])[CH2:7][C:6]([O:5][C:1]([CH3:4])([CH3:3])[CH3:2])=[O:36])=[O:30])([CH3:33])([CH3:34])[CH3:35], predict the reactants needed to synthesize it. The reactants are: [C:1]([O:5][C:6](=[O:36])[CH2:7][C:8]([N:19]1[C:27]2[C:22](=[C:23]([NH:28][C:29]([O:31][C:32]([CH3:35])([CH3:34])[CH3:33])=[O:30])[CH:24]=[CH:25][CH:26]=2)[CH:21]=[CH:20]1)([C:12]1[CH:17]=[CH:16][C:15]([Cl:18])=[CH:14][CH:13]=1)[C:9](O)=[O:10])([CH3:4])([CH3:3])[CH3:2].CN1CCOCC1.C(Cl)(=O)OCC(C)C.[BH4-].[Na+].